Predict the product of the given reaction. From a dataset of Forward reaction prediction with 1.9M reactions from USPTO patents (1976-2016). (1) The product is: [CH2:1]([N:3]1[CH2:11][CH2:12][N:13]([CH3:35])[CH2:14]/[C:15]/1=[N:16]\[C:17]1[CH:18]=[CH:19][C:20]([N+:32]([O-:34])=[O:33])=[CH:21][C:22]=1[C:23]([NH:24][C:25]1[CH:26]=[CH:27][CH:28]=[CH:29][CH:30]=1)=[O:31])[CH3:2]. Given the reactants [CH2:1]([N:3]([CH2:11][CH2:12][N:13]([CH3:35])[CH2:14][C:15]1[N:24]([C:25]2[CH:30]=[CH:29][CH:28]=[CH:27][CH:26]=2)[C:23](=[O:31])[C:22]2[C:17](=[CH:18][CH:19]=[C:20]([N+:32]([O-:34])=[O:33])[CH:21]=2)[N:16]=1)C(=O)OC(C)(C)C)[CH3:2].C(O)(C(F)(F)F)=O.O.C([O-])([O-])=O.[Na+].[Na+], predict the reaction product. (2) The product is: [CH:25]1([NH:24][C:21]2[CH:20]=[CH:19][C:18]([S:15]([O:14][C:12]3[CH:11]=[CH:10][C:8]4[NH:9][C:5]([N:4]([CH3:35])[C:3]([NH:32][CH3:31])=[O:2])=[N:6][C:7]=4[CH:13]=3)(=[O:17])=[O:16])=[CH:23][CH:22]=2)[CH2:26][CH2:27][CH2:28][CH2:29]1. Given the reactants C[O:2][C:3](=O)[NH:4][C:5]1[NH:6][C:7]2[CH:13]=[C:12]([O:14][S:15]([C:18]3[CH:23]=[CH:22][C:21]([NH:24][CH:25]4[CH2:29][CH2:28][CH2:27][CH2:26]4)=[CH:20][CH:19]=3)(=[O:17])=[O:16])[CH:11]=[CH:10][C:8]=2[N:9]=1.[CH3:31][NH:32]C.N12CCCN=C1CCCC[CH2:35]2, predict the reaction product. (3) The product is: [NH2:27][C@H:15]([C:14](=[O:38])[NH:13][CH2:12][CH2:11][CH2:10][C@H:9]([NH:8][C:6]([O:5][C:1]([CH3:4])([CH3:3])[CH3:2])=[O:7])[CH2:39][C:40](=[O:52])[NH:41][CH2:42][CH2:43][NH:44][C:45](=[O:51])[O:46][C:47]([CH3:49])([CH3:50])[CH3:48])[CH2:16][CH2:17][CH2:18][NH:19][C:20](=[O:21])[O:22][C:23]([CH3:24])([CH3:26])[CH3:25]. Given the reactants [C:1]([O:5][C:6]([NH:8][C@H:9]([CH2:39][C:40](=[O:52])[NH:41][CH2:42][CH2:43][NH:44][C:45](=[O:51])[O:46][C:47]([CH3:50])([CH3:49])[CH3:48])[CH2:10][CH2:11][CH2:12][NH:13][C:14](=[O:38])[C@@H:15]([NH:27]C(=O)OCC1C=CC=CC=1)[CH2:16][CH2:17][CH2:18][NH:19][C:20]([O:22][C:23]([CH3:26])([CH3:25])[CH3:24])=[O:21])=[O:7])([CH3:4])([CH3:3])[CH3:2], predict the reaction product. (4) The product is: [NH2:25][C:22]1[CH:23]=[CH:24][C:19]([S:18][CH:13]([CH2:12][CH2:11][N:8]2[C:7](=[O:28])[C:6]3[CH:29]=[C:2]([CH3:1])[CH:3]=[CH:4][C:5]=3[N:10]=[N:9]2)[C:14]([O:16][CH3:17])=[O:15])=[CH:20][CH:21]=1. Given the reactants [CH3:1][C:2]1[CH:3]=[CH:4][C:5]2[N:10]=[N:9][N:8]([CH2:11][CH2:12][CH:13]([S:18][C:19]3[CH:24]=[CH:23][C:22]([N+:25]([O-])=O)=[CH:21][CH:20]=3)[C:14]([O:16][CH3:17])=[O:15])[C:7](=[O:28])[C:6]=2[CH:29]=1.CO.[H][H], predict the reaction product. (5) Given the reactants [O-]P([O-])([O-])=O.[K+].[K+].[K+].[NH2:9][C:10]1[CH:15]=[CH:14][CH:13]=[CH:12][CH:11]=1.I[C:17]1[CH:22]=[CH:21][CH:20]=[CH:19][CH:18]=1.C(O)CO, predict the reaction product. The product is: [C:10]1([NH:9][C:17]2[CH:22]=[CH:21][CH:20]=[CH:19][CH:18]=2)[CH:15]=[CH:14][CH:13]=[CH:12][CH:11]=1. (6) The product is: [CH2:1]([O:3][C:4](=[O:24])[CH2:5][CH2:6][C@H:7]1[CH2:12][CH2:11][C@H:10]([CH2:13][CH2:14][N:15]([C:17]([O:19][C:20]([CH3:23])([CH3:22])[CH3:21])=[O:18])[CH3:16])[CH2:9][CH2:8]1)[CH3:2]. Given the reactants [CH2:1]([O:3][C:4](=[O:24])/[CH:5]=[CH:6]/[C@H:7]1[CH2:12][CH2:11][C@H:10]([CH2:13][CH2:14][N:15]([C:17]([O:19][C:20]([CH3:23])([CH3:22])[CH3:21])=[O:18])[CH3:16])[CH2:9][CH2:8]1)[CH3:2], predict the reaction product. (7) Given the reactants [CH3:1][O:2][C:3](=[O:10])[CH2:4][C:5](=O)[CH2:6][O:7][CH3:8].[CH3:11]OC(OC)N(C)C.C1(C)C=CC(S(O)(=O)=O)=CC=1.Cl.[Cl:31][C:32]1[CH:37]=[CH:36][C:35]([NH:38][NH2:39])=[CH:34][CH:33]=1, predict the reaction product. The product is: [CH3:1][O:2][C:3]([C:4]1[CH:11]=[N:39][N:38]([C:35]2[CH:36]=[CH:37][C:32]([Cl:31])=[CH:33][CH:34]=2)[C:5]=1[CH2:6][O:7][CH3:8])=[O:10]. (8) Given the reactants [CH3:1][N:2]([CH3:7])[CH2:3][C:4]([OH:6])=[O:5].[Cl:8][C:9]1[CH:10]=[C:11]([C:17]2[CH:21]=[CH:20][N:19]([CH2:22][C@@H:23]([NH:25][C:26]([C:28]3[N:29]=[C:30]([CH2:33]O)[S:31][CH:32]=3)=[O:27])[CH3:24])[N:18]=2)[CH:12]=[CH:13][C:14]=1[C:15]#[N:16], predict the reaction product. The product is: [CH3:1][N:2]([CH3:7])[CH2:3][C:4]([O:6][CH2:33][C:30]1[S:31][CH:32]=[C:28]([C:26](=[O:27])[NH:25][C@@H:23]([CH3:24])[CH2:22][N:19]2[CH:20]=[CH:21][C:17]([C:11]3[CH:12]=[CH:13][C:14]([C:15]#[N:16])=[C:9]([Cl:8])[CH:10]=3)=[N:18]2)[N:29]=1)=[O:5]. (9) The product is: [NH2:14][C:11]1[N:12]=[CH:13][C:8]([C:26]2[CH:27]=[C:28]([C:30]([N:32]3[CH2:33][CH2:34][O:35][CH2:36][CH2:37]3)=[O:31])[CH:29]=[C:24]([Cl:23])[CH:25]=2)=[CH:9][C:10]=1[C:15]1[N:16]=[N:17][N:18]([CH:20]([CH3:22])[CH3:21])[CH:19]=1. Given the reactants C([O-])([O-])=O.[Cs+].[Cs+].Br[C:8]1[CH:9]=[C:10]([C:15]2[N:16]=[N:17][N:18]([CH:20]([CH3:22])[CH3:21])[CH:19]=2)[C:11]([NH2:14])=[N:12][CH:13]=1.[Cl:23][C:24]1[CH:25]=[C:26](B(O)O)[CH:27]=[C:28]([C:30]([N:32]2[CH2:37][CH2:36][O:35][CH2:34][CH2:33]2)=[O:31])[CH:29]=1, predict the reaction product.